From a dataset of Reaction yield outcomes from USPTO patents with 853,638 reactions. Predict the reaction yield, written as a fraction of the theoretical maximum amount of product (1.0 means a 100% yield; for example, 0.34 means a 34% yield). (1) The reactants are [Cl:1][C:2]1[C:11]([O:12][CH3:13])=[CH:10][C:9]([O:14][CH3:15])=[C:8]([F:16])[C:3]=1[C:4]([O:6]C)=[O:5].[OH-].[Na+]. The catalyst is C(O)C.O. The product is [Cl:1][C:2]1[C:11]([O:12][CH3:13])=[CH:10][C:9]([O:14][CH3:15])=[C:8]([F:16])[C:3]=1[C:4]([OH:6])=[O:5]. The yield is 0.710. (2) The reactants are [C:1]1([CH2:7][NH2:8])[CH:6]=[CH:5][CH:4]=[CH:3][CH:2]=1.[CH:9]1([C:12]([CH:14]2[CH2:16][CH2:15]2)=O)[CH2:11][CH2:10]1. The catalyst is ClCCCl. The product is [CH2:7]([NH:8][CH:12]([CH:14]1[CH2:16][CH2:15]1)[CH:9]1[CH2:11][CH2:10]1)[C:1]1[CH:6]=[CH:5][CH:4]=[CH:3][CH:2]=1. The yield is 0.0500. (3) The reactants are Br[C:2]1[CH:7]=[C:6]([O:8][CH3:9])[CH:5]=[CH:4][C:3]=1[O:10][CH2:11][CH2:12]Cl. The catalyst is C1COCC1. The product is [CH3:9][O:8][C:6]1[CH:7]=[CH:2][C:3]2[O:10][CH2:11][CH2:12][C:4]=2[CH:5]=1. The yield is 0.850. (4) The reactants are [F:1][C:2]1[C:7]([F:8])=[C:6]([N+:9]([O-])=O)[CH:5]=[CH:4][C:3]=1[CH2:12][C:13]([O:15]CC)=[O:14].Cl[Sn]Cl.[CH3:21][CH2:22]O. No catalyst specified. The product is [CH2:21]([CH:12]([C:3]1[CH:4]=[CH:5][C:6]([NH2:9])=[C:7]([F:8])[C:2]=1[F:1])[C:13]([OH:15])=[O:14])[CH3:22]. The yield is 0.380. (5) The reactants are [F:1][C:2]1[CH:3]=[C:4]([CH:9]=[CH:10][C:11]=1[CH:12]=[O:13])[C:5]([O:7][CH3:8])=[O:6].[F:14][C:15]1[CH:20]=[C:19]([F:21])[CH:18]=[CH:17][C:16]=1[C@:22]([OH:37])([C@H:29]([S:31][CH:32]([CH2:35][OH:36])[CH2:33][OH:34])[CH3:30])[CH2:23][N:24]1[CH:28]=[N:27][CH:26]=[N:25]1.O.C1(C)C=CC(S(O)(=O)=O)=CC=1. No catalyst specified. The product is [F:14][C:15]1[CH:20]=[C:19]([F:21])[CH:18]=[CH:17][C:16]=1[C@@:22]([OH:37])([CH2:23][N:24]1[CH:28]=[N:27][CH:26]=[N:25]1)[C@H:29]([S:31][C@@H:32]1[CH2:33][O:34][C@@H:12]([C:11]2[CH:10]=[CH:9][C:4]([C:5]([O:7][CH3:8])=[O:6])=[CH:3][C:2]=2[F:1])[O:13][CH2:35]1)[CH3:30].[F:14][C:15]1[CH:20]=[C:19]([F:21])[CH:18]=[CH:17][C:16]=1[C@@:22]([OH:37])([CH2:23][N:24]1[CH:28]=[N:27][CH:26]=[N:25]1)[C@H:29]([S:31][C@H:32]1[CH2:33][O:34][C@@H:12]([C:11]2[CH:10]=[CH:9][C:4]([C:5]([O:7][CH3:8])=[O:6])=[CH:3][C:2]=2[F:1])[O:36][CH2:35]1)[CH3:30]. The yield is 0.350. (6) The reactants are Cl[C:2]1[CH:8]=[CH:7][C:6]([N+:9]([O-:11])=[O:10])=[CH:5][C:3]=1[NH2:4].C(=O)([O-])[O-].[K+].[K+].[SH:18][CH2:19][CH2:20][OH:21]. The catalyst is CN(C=O)C.C(OCC)(=O)C. The product is [NH2:4][C:3]1[CH:5]=[C:6]([N+:9]([O-:11])=[O:10])[CH:7]=[CH:8][C:2]=1[S:18][CH2:19][CH2:20][OH:21]. The yield is 0.960. (7) The reactants are [CH:1]1([CH2:6][C@@H:7]([C:19]([NH:21][NH:22][C:23]2[C:28]([F:29])=[C:27]([N:30]([CH3:38])[CH2:31][C:32]3[CH:37]=[CH:36][N:35]=[CH:34][CH:33]=3)[N:26]=[C:25]([CH3:39])[N:24]=2)=[O:20])[CH2:8][N:9]([O:12]C2CCCCO2)[CH:10]=[O:11])[CH2:5][CH2:4][CH2:3][CH2:2]1. The catalyst is C(O)(=O)C.O. The product is [CH:1]1([CH2:6][C@@H:7]([C:19]([NH:21][NH:22][C:23]2[C:28]([F:29])=[C:27]([N:30]([CH3:38])[CH2:31][C:32]3[CH:37]=[CH:36][N:35]=[CH:34][CH:33]=3)[N:26]=[C:25]([CH3:39])[N:24]=2)=[O:20])[CH2:8][N:9]([OH:12])[CH:10]=[O:11])[CH2:5][CH2:4][CH2:3][CH2:2]1. The yield is 0.330. (8) The yield is 0.890. The reactants are C([O:3][C:4]([C:6]1[CH:7]=[N:8][N:9]([C:11]2[NH:15][C:14]3[CH:16]=[C:17]([Cl:28])[C:18]([S:20][C:21]4[CH:22]=[C:23]([CH3:27])[CH:24]=[CH:25][CH:26]=4)=[CH:19][C:13]=3[N:12]=2)[CH:10]=1)=[O:5])C.C1COCC1.O[Li].O. The product is [Cl:28][C:17]1[C:18]([S:20][C:21]2[CH:22]=[C:23]([CH3:27])[CH:24]=[CH:25][CH:26]=2)=[CH:19][C:13]2[N:12]=[C:11]([N:9]3[CH:10]=[C:6]([C:4]([OH:5])=[O:3])[CH:7]=[N:8]3)[NH:15][C:14]=2[CH:16]=1. The catalyst is O.